Dataset: NCI-60 drug combinations with 297,098 pairs across 59 cell lines. Task: Regression. Given two drug SMILES strings and cell line genomic features, predict the synergy score measuring deviation from expected non-interaction effect. Drug 1: COC1=C(C=C2C(=C1)N=CN=C2NC3=CC(=C(C=C3)F)Cl)OCCCN4CCOCC4. Drug 2: CCN(CC)CCNC(=O)C1=C(NC(=C1C)C=C2C3=C(C=CC(=C3)F)NC2=O)C. Cell line: NCIH23. Synergy scores: CSS=13.6, Synergy_ZIP=-0.720, Synergy_Bliss=2.15, Synergy_Loewe=-1.92, Synergy_HSA=-1.26.